From a dataset of NCI-60 drug combinations with 297,098 pairs across 59 cell lines. Regression. Given two drug SMILES strings and cell line genomic features, predict the synergy score measuring deviation from expected non-interaction effect. (1) Drug 1: CCC1(C2=C(COC1=O)C(=O)N3CC4=CC5=C(C=CC(=C5CN(C)C)O)N=C4C3=C2)O.Cl. Drug 2: CC1C(C(CC(O1)OC2CC(CC3=C2C(=C4C(=C3O)C(=O)C5=CC=CC=C5C4=O)O)(C(=O)C)O)N)O. Cell line: HOP-92. Synergy scores: CSS=51.2, Synergy_ZIP=-4.46, Synergy_Bliss=-1.99, Synergy_Loewe=3.03, Synergy_HSA=3.98. (2) Drug 1: CC1=C2C(C(=O)C3(C(CC4C(C3C(C(C2(C)C)(CC1OC(=O)C(C(C5=CC=CC=C5)NC(=O)OC(C)(C)C)O)O)OC(=O)C6=CC=CC=C6)(CO4)OC(=O)C)OC)C)OC. Drug 2: CC1=CC2C(CCC3(C2CCC3(C(=O)C)OC(=O)C)C)C4(C1=CC(=O)CC4)C. Cell line: HCT116. Synergy scores: CSS=66.8, Synergy_ZIP=12.1, Synergy_Bliss=11.0, Synergy_Loewe=-24.1, Synergy_HSA=12.0. (3) Drug 1: C1C(C(OC1N2C=C(C(=O)NC2=O)F)CO)O. Drug 2: C1C(C(OC1N2C=NC3=C2NC=NCC3O)CO)O. Cell line: UACC62. Synergy scores: CSS=15.8, Synergy_ZIP=-7.08, Synergy_Bliss=-0.824, Synergy_Loewe=-18.5, Synergy_HSA=-1.16. (4) Drug 1: C1C(C(OC1N2C=NC3=C(N=C(N=C32)Cl)N)CO)O. Drug 2: CNC(=O)C1=NC=CC(=C1)OC2=CC=C(C=C2)NC(=O)NC3=CC(=C(C=C3)Cl)C(F)(F)F. Cell line: SR. Synergy scores: CSS=44.6, Synergy_ZIP=-1.98, Synergy_Bliss=0.814, Synergy_Loewe=-12.4, Synergy_HSA=1.51. (5) Drug 1: C1=C(C(=O)NC(=O)N1)N(CCCl)CCCl. Drug 2: C1=NC2=C(N=C(N=C2N1C3C(C(C(O3)CO)O)F)Cl)N. Cell line: MCF7. Synergy scores: CSS=30.8, Synergy_ZIP=-2.50, Synergy_Bliss=1.07, Synergy_Loewe=2.22, Synergy_HSA=3.70.